Dataset: CYP2D6 substrate classification data from Carbon-Mangels et al.. Task: Regression/Classification. Given a drug SMILES string, predict its absorption, distribution, metabolism, or excretion properties. Task type varies by dataset: regression for continuous measurements (e.g., permeability, clearance, half-life) or binary classification for categorical outcomes (e.g., BBB penetration, CYP inhibition). Dataset: cyp2d6_substrate_carbonmangels. The drug is CC(C)Oc1ccc2c(=O)c(-c3ccccc3)coc2c1. The result is 0 (non-substrate).